From a dataset of Full USPTO retrosynthesis dataset with 1.9M reactions from patents (1976-2016). Predict the reactants needed to synthesize the given product. (1) The reactants are: Cl[C:2]1[C:11]2[C:6](=[CH:7][C:8]([S:12]([NH:15][C:16]3[CH:20]=[CH:19][O:18][N:17]=3)(=[O:14])=[O:13])=[CH:9][CH:10]=2)[CH:5]=[CH:4][N:3]=1.Cl[C:22]1[CH:27]=[CH:26][C:25](B(O)O)=[C:24]([O:31][CH3:32])[CH:23]=1.C(=O)([O-])[O-].[K+].[K+].[F:39][C:40]([F:51])([F:50])[C:41]1[CH:42]=[C:43](B(O)O)[CH:44]=[CH:45][CH:46]=1.COC1C=CC=C(OC)C=1C1C=CC=CC=1P(C1CCCCC1)C1CCCCC1.P([O-])([O-])([O-])=O.[K+].[K+].[K+]. Given the product [O:18]1[CH:19]=[CH:20][C:16]([NH:15][S:12]([C:8]2[CH:7]=[C:6]3[C:11](=[CH:10][CH:9]=2)[C:2]([C:25]2[CH:26]=[CH:27][C:22]([C:45]4[CH:44]=[CH:43][CH:42]=[C:41]([C:40]([F:51])([F:50])[F:39])[CH:46]=4)=[CH:23][C:24]=2[O:31][CH3:32])=[N:3][CH:4]=[CH:5]3)(=[O:14])=[O:13])=[N:17]1, predict the reactants needed to synthesize it. (2) Given the product [N+:45](=[C:25]([C:11]1[CH:12]=[CH:13][C:14]([C:15]2[CH:20]=[CH:19][C:18]([C:21]([F:22])([F:24])[F:23])=[CH:17][CH:16]=2)=[C:9]([C:6]2[CH:5]=[CH:4][C:3]([C:2]([F:30])([F:31])[F:1])=[CH:8][CH:7]=2)[CH:10]=1)[C:26]([O:28][CH3:29])=[O:27])=[N-:46], predict the reactants needed to synthesize it. The reactants are: [F:1][C:2]([F:31])([F:30])[C:3]1[CH:8]=[CH:7][C:6]([C:9]2[CH:10]=[C:11]([CH2:25][C:26]([O:28][CH3:29])=[O:27])[CH:12]=[CH:13][C:14]=2[C:15]2[CH:20]=[CH:19][C:18]([C:21]([F:24])([F:23])[F:22])=[CH:17][CH:16]=2)=[CH:5][CH:4]=1.C(NC1C=CC(S([N:45]=[N+:46]=[N-])(=O)=O)=CC=1)(=O)C.N12CCCN=C1CCCCC2. (3) Given the product [Cl:1][C:2]1[CH:14]=[C:13]([NH2:15])[C:5]([NH:6][CH2:7][CH2:8][S:9]([CH3:12])(=[O:10])=[O:11])=[C:4]([F:18])[CH:3]=1, predict the reactants needed to synthesize it. The reactants are: [Cl:1][C:2]1[CH:14]=[C:13]([N+:15]([O-])=O)[C:5]([NH:6][CH2:7][CH2:8][S:9]([CH3:12])(=[O:11])=[O:10])=[C:4]([F:18])[CH:3]=1. (4) Given the product [C:11]([CH:10]([C:5]1[CH:4]=[C:3]([F:2])[CH:8]=[C:7]([F:9])[CH:6]=1)[C:13]([O:14][CH2:15][CH3:16])=[O:17])#[N:12], predict the reactants needed to synthesize it. The reactants are: [Na].[F:2][C:3]1[CH:4]=[C:5]([CH2:10][C:11]#[N:12])[CH:6]=[C:7]([F:9])[CH:8]=1.[C:13](=O)([O:17]CC)[O:14][CH2:15][CH3:16]. (5) Given the product [NH2:5][CH2:6][CH:7]1[O:12][CH2:11][CH2:10][N:9]([C:13]([O:15][CH2:16][C:17]2[CH:22]=[CH:21][CH:20]=[CH:19][CH:18]=2)=[O:14])[CH2:8]1, predict the reactants needed to synthesize it. The reactants are: FC(F)(F)C([NH:5][CH2:6][CH:7]1[O:12][CH2:11][CH2:10][N:9]([C:13]([O:15][CH2:16][C:17]2[CH:22]=[CH:21][CH:20]=[CH:19][CH:18]=2)=[O:14])[CH2:8]1)=O.C(=O)([O-])[O-].[K+].[K+]. (6) Given the product [N+:1]([C:4]1[CH:5]=[CH:6][C:7]([O:10][C:11]2[CH:16]=[CH:15][C:14]([CH2:17][CH2:18][CH2:19][OH:20])=[CH:13][CH:12]=2)=[N:8][CH:9]=1)([O-:3])=[O:2], predict the reactants needed to synthesize it. The reactants are: [N+:1]([C:4]1[CH:5]=[CH:6][C:7]([O:10][C:11]2[CH:16]=[CH:15][C:14]([CH2:17][CH2:18][C:19](O)=[O:20])=[CH:13][CH:12]=2)=[N:8][CH:9]=1)([O-:3])=[O:2].B.C1COCC1.O. (7) Given the product [Cl:18][C:13]1[CH:14]=[CH:15][CH:16]=[CH:17][C:12]=1[CH2:11][C:8]1[S:7][C:6]([NH:5][C:3](=[O:4])[CH:2]([O:26][CH3:25])[C:19]2[CH:24]=[CH:23][CH:22]=[CH:21][CH:20]=2)=[N:10][CH:9]=1, predict the reactants needed to synthesize it. The reactants are: Br[CH:2]([C:19]1[CH:24]=[CH:23][CH:22]=[CH:21][CH:20]=1)[C:3]([NH:5][C:6]1[S:7][C:8]([CH2:11][C:12]2[CH:17]=[CH:16][CH:15]=[CH:14][C:13]=2[Cl:18])=[CH:9][N:10]=1)=[O:4].[CH3:25][OH:26].